This data is from Full USPTO retrosynthesis dataset with 1.9M reactions from patents (1976-2016). The task is: Predict the reactants needed to synthesize the given product. (1) The reactants are: Br[C:2]1[CH:9]=[C:8]([NH:10][CH:11]2[CH2:16][CH2:15][CH:14]([OH:17])[CH2:13][CH2:12]2)[C:5]([C:6]#[N:7])=[C:4]([F:18])[CH:3]=1.[CH3:19][C:20]1([CH3:34])[CH2:28][C:27]2[NH:26][CH:25]=[C:24]([C:29]([F:32])([F:31])[F:30])[C:23]=2[C:22](=[O:33])[CH2:21]1.C([O-])([O-])=O.[K+].[K+].CNCCNC. Given the product [CH3:19][C:20]1([CH3:34])[CH2:28][C:27]2[N:26]([C:2]3[CH:9]=[C:8]([NH:10][CH:11]4[CH2:16][CH2:15][CH:14]([OH:17])[CH2:13][CH2:12]4)[C:5]([C:6]#[N:7])=[C:4]([F:18])[CH:3]=3)[CH:25]=[C:24]([C:29]([F:32])([F:30])[F:31])[C:23]=2[C:22](=[O:33])[CH2:21]1, predict the reactants needed to synthesize it. (2) Given the product [C:1]([N:4]1[CH2:9][CH2:8][CH:7]([NH:10][C:11](=[O:20])[C:12]2[CH:17]=[C:16]([F:18])[CH:15]=[N:14][C:13]=2[O:30][C:27]2[CH:28]=[CH:29][C:22]3[S:21][CH2:25][CH2:24][C:23]=3[CH:26]=2)[CH2:6][CH2:5]1)(=[O:3])[CH3:2], predict the reactants needed to synthesize it. The reactants are: [C:1]([N:4]1[CH2:9][CH2:8][CH:7]([NH:10][C:11](=[O:20])[C:12]2[CH:17]=[C:16]([F:18])[CH:15]=[N:14][C:13]=2Cl)[CH2:6][CH2:5]1)(=[O:3])[CH3:2].[S:21]1[CH2:25][CH2:24][C:23]2[CH:26]=[C:27]([OH:30])[CH:28]=[CH:29][C:22]1=2.C(=O)([O-])[O-].[Cs+].[Cs+].